From a dataset of Catalyst prediction with 721,799 reactions and 888 catalyst types from USPTO. Predict which catalyst facilitates the given reaction. (1) Reactant: [NH:1]1[C:9]2[C:4](=[C:5]([NH:10][C:11]3[C:12]4[C:23](=[O:24])[NH:22][CH:21]=[CH:20][C:13]=4[N:14]=[C:15]([S:17]([CH3:19])=O)[N:16]=3)[CH:6]=[CH:7][CH:8]=2)[CH:3]=[CH:2]1.[C@@H]1(N)CCCC[C@@H]1N. Product: [NH:1]1[C:9]2[C:4](=[C:5]([NH:10][C:11]3[C:12]4[C:23](=[O:24])[NH:22][CH:21]=[CH:20][C:13]=4[N:14]=[C:15]([S:17][CH3:19])[N:16]=3)[CH:6]=[CH:7][CH:8]=2)[CH:3]=[CH:2]1. The catalyst class is: 16. (2) Reactant: [CH2:1]([N:3]1[CH:7]=[C:6]([C:8]2[N:13]=[CH:12][C:11]3[CH:14]=[N:15][N:16]([C:17]4[N:22]=[C:21]([N:23]5[CH2:28][CH2:27][N:26](C(OC(C)(C)C)=O)[CH2:25][CH2:24]5)[CH:20]=[CH:19][CH:18]=4)[C:10]=3[CH:9]=2)[CH:5]=[N:4]1)[CH3:2]. Product: [CH2:1]([N:3]1[CH:7]=[C:6]([C:8]2[N:13]=[CH:12][C:11]3[CH:14]=[N:15][N:16]([C:17]4[CH:18]=[CH:19][CH:20]=[C:21]([N:23]5[CH2:24][CH2:25][NH:26][CH2:27][CH2:28]5)[N:22]=4)[C:10]=3[CH:9]=2)[CH:5]=[N:4]1)[CH3:2]. The catalyst class is: 157. (3) Reactant: [CH2:1]([N:8]1[CH2:13][CH:12]=[C:11]([CH3:14])[CH2:10][CH2:9]1)[C:2]1[CH:7]=[CH:6][CH:5]=[CH:4][CH:3]=1.[BH4-].[Na+].B(F)(F)F.CC[O:23]CC.O. Product: [CH2:1]([N:8]1[CH2:9][CH2:10][CH:11]([CH3:14])[CH:12]([OH:23])[CH2:13]1)[C:2]1[CH:7]=[CH:6][CH:5]=[CH:4][CH:3]=1. The catalyst class is: 1. (4) Reactant: [F:1][C:2]([F:48])([C:8]1(O)[C@H:13]([O:14][CH2:15][C:16]2[CH:21]=[CH:20][CH:19]=[CH:18][CH:17]=2)[C@@H:12]([O:22][CH2:23][C:24]2[CH:29]=[CH:28][CH:27]=[CH:26][CH:25]=2)[C@H:11]([O:30][CH2:31][C:32]2[CH:37]=[CH:36][CH:35]=[CH:34][CH:33]=2)[C@@H:10]([CH2:38][O:39][CH2:40][C:41]2[CH:46]=[CH:45][CH:44]=[CH:43][CH:42]=2)[O:9]1)[C:3]([O:5][CH2:6][CH3:7])=[O:4].N1C=CC=CC=1.S(Cl)([Cl:57])=O. Product: [F:1][C:2]([F:48])([C:8]1([Cl:57])[C@H:13]([O:14][CH2:15][C:16]2[CH:21]=[CH:20][CH:19]=[CH:18][CH:17]=2)[C@@H:12]([O:22][CH2:23][C:24]2[CH:29]=[CH:28][CH:27]=[CH:26][CH:25]=2)[C@H:11]([O:30][CH2:31][C:32]2[CH:37]=[CH:36][CH:35]=[CH:34][CH:33]=2)[C@@H:10]([CH2:38][O:39][CH2:40][C:41]2[CH:46]=[CH:45][CH:44]=[CH:43][CH:42]=2)[O:9]1)[C:3]([O:5][CH2:6][CH3:7])=[O:4]. The catalyst class is: 2. (5) Reactant: [CH3:1][NH:2][C:3](=[O:6])[CH:4]=[CH2:5].[CH3:7][O:8][CH2:9][CH2:10][NH2:11].CCO. Product: [CH3:7][O:8][CH2:9][CH2:10][NH:11][CH2:5][CH2:4][C:3]([NH:2][CH3:1])=[O:6]. The catalyst class is: 5. (6) Reactant: Br[CH2:2][CH2:3][CH2:4][C:5]#[C:6][C:7]1[CH:12]=[CH:11][CH:10]=[CH:9][N:8]=1.[C:13]1(=[O:23])[C:21]2[C:16](=[CH:17][CH:18]=[CH:19][CH:20]=2)[C:15](=[O:22])[NH:14]1.C(=O)([O-])[O-].[K+].[K+]. Product: [N:8]1[CH:9]=[CH:10][CH:11]=[CH:12][C:7]=1[C:6]#[C:5][CH2:4][CH2:3][CH2:2][N:14]1[C:15](=[O:22])[C:16]2[C:21](=[CH:20][CH:19]=[CH:18][CH:17]=2)[C:13]1=[O:23]. The catalyst class is: 21. (7) Reactant: [F:1][C:2]1[CH:7]=[CH:6][C:5]([C:8]2[N:12]=[N:11][N:10]([CH3:13])[C:9]=2[C:14]2[N:15]=[CH:16][N:17]([C:19]3[CH:27]=[CH:26][C:22]([C:23]([OH:25])=O)=[CH:21][CH:20]=3)[CH:18]=2)=[CH:4][CH:3]=1.CN(C(O[N:36]1N=N[C:38]2C=CC=[CH:42][C:37]1=2)=[N+](C)C)C.[B-](F)(F)(F)F.CCN(C(C)C)C(C)C.C(N)(C)C. Product: [F:1][C:2]1[CH:3]=[CH:4][C:5]([C:8]2[N:12]=[N:11][N:10]([CH3:13])[C:9]=2[C:14]2[N:15]=[CH:16][N:17]([C:19]3[CH:27]=[CH:26][C:22]([C:23]([NH:36][CH:37]([CH3:42])[CH3:38])=[O:25])=[CH:21][CH:20]=3)[CH:18]=2)=[CH:6][CH:7]=1. The catalyst class is: 3. (8) Reactant: [C:1]([O:5][C:6]([NH:8][C@@H:9]([C:48]([SH:51])([CH3:50])[CH3:49])[C:10]([N:12]1[C@H:21]([C:22](=[O:34])[NH:23][C@H:24]2[C:33]3[C:28](=[CH:29][CH:30]=[CH:31][CH:32]=3)[CH2:27][CH2:26][CH2:25]2)[CH2:20][C:19]2[C:14](=[CH:15][C:16]([NH:35][C:36]([C:38]3[CH:47]=[CH:46][C:41]([C:42]([O:44][CH3:45])=[O:43])=[CH:40][CH:39]=3)=[O:37])=[CH:17][CH:18]=2)[CH2:13]1)=[O:11])=[O:7])([CH3:4])([CH3:3])[CH3:2].IC.[CH3:54]CN(C(C)C)C(C)C. Product: [C:1]([O:5][C:6]([NH:8][C@@H:9]([C:48]([CH3:50])([S:51][CH3:54])[CH3:49])[C:10]([N:12]1[C@H:21]([C:22](=[O:34])[NH:23][C@H:24]2[C:33]3[C:28](=[CH:29][CH:30]=[CH:31][CH:32]=3)[CH2:27][CH2:26][CH2:25]2)[CH2:20][C:19]2[C:14](=[CH:15][C:16]([NH:35][C:36]([C:38]3[CH:39]=[CH:40][C:41]([C:42]([O:44][CH3:45])=[O:43])=[CH:46][CH:47]=3)=[O:37])=[CH:17][CH:18]=2)[CH2:13]1)=[O:11])=[O:7])([CH3:4])([CH3:2])[CH3:3]. The catalyst class is: 2.